From a dataset of Experimentally validated miRNA-target interactions with 360,000+ pairs, plus equal number of negative samples. Binary Classification. Given a miRNA mature sequence and a target amino acid sequence, predict their likelihood of interaction. (1) The miRNA is hsa-miR-4659a-3p with sequence UUUCUUCUUAGACAUGGCAACG. The protein sequence of the target gene is MTEPSQKNNSTQQELTNHLFPEKSSQIGQKQLQQIERQLKCLAFQNPGPQVADFNPETRQQKKKARMSKMNEYFSVKYKVMKKYDKSGRLICNDVDLCDCLEKNCLGCFYPCPKCNSNKCGPECRCNRRWVYDAIVTESGEVINTLPFSVPD. Result: 0 (no interaction). (2) The miRNA is hsa-miR-519b-3p with sequence AAAGUGCAUCCUUUUAGAGGUU. The protein sequence of the target gene is MDTLDRVVKPKTKRAKRFLEKREPKLNENIKNAMLIKGGNANATVTKVLKDVYALKKPYGVLYKKKNITRPFEDQTSLEFFSKKSDCSLFMFGSHNKKRPNNLVIGRMYDYHVLDMIELGIENFVSLKDIKNSKCPEGTKPMLIFAGDDFDVTEDYRRLKSLLIDFFRGPTVSNIRLAGLEYVLHFTALNGKIYFRSYKLLLKKSGCRTPRIELEEMGPSLDLVLRRTHLASDDLYKLSMKMPKALKPKKKKNISHDTFGTTYGRIHMQKQDLSKLQTRKMKGLKKRPAERITEDHEKKS.... Result: 1 (interaction). (3) The miRNA is mmu-miR-126a-5p with sequence CAUUAUUACUUUUGGUACGCG. The protein sequence of the target gene is MVPATGQLALLALGILLAVCQALENSTSPLSDSPVAAAVVSHFNKCPDSHTQYCFHGTCRFLVQEEKPACVCHSGYVGVRCEHADLLAVVAASQKKQAITALVVVSIVALAVLIITCVLIHCCQLRKHCEWCRALVCRHEKPSALLKGRTACCHSETVV. Result: 0 (no interaction). (4) The protein sequence of the target gene is MDAKARNCLLQHREALEKDIKTSYIMDHMISNGVLSVIEEEKVKSQATQYQRAAALIKMILNKDNCAYISFYNALLHEGYKDLAALLQSGLPLVSSSSGKDTDGGITSFVRTVLCEGGVPQRPVIFVTRKKLVHAIQQKLWKLNGEPGWVTIYGMAGCGKSVLAAEAVRDHSLLEGCFSGGVHWVSIGKQDKSGLLMKLQNLCMRLDQEESFSQRLPLNIEEAKDRLRVLMLRKHPRSLLILDDVWDPWVLKAFDNQCQILLTTRDKSVTDSVMGPKHVVPVESGLGREKGLEILSLFVN.... Result: 0 (no interaction). The miRNA is hsa-miR-6894-5p with sequence AGGAGGAUGGAGAGCUGGGCCAGA. (5) The miRNA is mmu-miR-345-5p with sequence GCUGACCCCUAGUCCAGUGCUU. The protein sequence of the target gene is MASSGVTVSAAGSASEASEVPDNVGDWLRGVFRFATDRNDFRRNLILNLGLFAAGVWLARNLSDIDLMAPQPGV. Result: 0 (no interaction).